This data is from Catalyst prediction with 721,799 reactions and 888 catalyst types from USPTO. The task is: Predict which catalyst facilitates the given reaction. (1) Reactant: C[CH:2]([CH3:11])[CH2:3][CH2:4][NH:5][C:6]1[NH:7][N:8]=[CH:9][CH:10]=1.[CH:12](=O)[C:13]1C=CC=C[CH:14]=1. Product: [CH2:4]([NH:5][C:6]1[NH:7][N:8]=[CH:9][CH:10]=1)[C:3]1[CH:2]=[CH:11][CH:14]=[CH:13][CH:12]=1. The catalyst class is: 15. (2) Reactant: [CH:1]([C:3]1[S:7][C:6]([NH2:8])=[N:5][CH:4]=1)=[O:2].[C:9]([O:13][C:14]([N:16]1[CH2:21][CH2:20][CH:19]([NH:22][CH:23]2[CH2:28][CH2:27][CH:26]([CH3:29])[CH2:25][CH2:24]2)[CH2:18][CH2:17]1)=[O:15])([CH3:12])([CH3:11])[CH3:10].C1N=CN([C:35](N2C=NC=C2)=[O:36])C=1. Product: [C:9]([O:13][C:14]([N:16]1[CH2:21][CH2:20][CH:19]([N:22]([CH:23]2[CH2:28][CH2:27][CH:26]([CH3:29])[CH2:25][CH2:24]2)[C:35]([NH:8][C:6]2[S:7][C:3]([CH:1]=[O:2])=[CH:4][N:5]=2)=[O:36])[CH2:18][CH2:17]1)=[O:15])([CH3:12])([CH3:10])[CH3:11]. The catalyst class is: 251.